This data is from Reaction yield outcomes from USPTO patents with 853,638 reactions. The task is: Predict the reaction yield, written as a fraction of the theoretical maximum amount of product (1.0 means a 100% yield; for example, 0.34 means a 34% yield). (1) The product is [CH3:37][C:36]1([CH3:41])[O:2][CH:3]([CH2:4][O:5][C:6]2[CH:7]=[CH:8][C:9]([CH2:12][CH2:13][CH2:14][CH2:15][NH:16][C:17]([NH:19][C:20]([C:22]3[C:27]([NH2:28])=[N:26][C:25]([NH2:29])=[C:24]([Cl:30])[N:23]=3)=[O:21])=[NH:18])=[CH:10][CH:11]=2)[CH2:31][O:32]1. The catalyst is CC(C)=O. The reactants are Cl.[OH:2][CH:3]([CH2:31][OH:32])[CH2:4][O:5][C:6]1[CH:11]=[CH:10][C:9]([CH2:12][CH2:13][CH2:14][CH2:15][NH:16][C:17]([NH:19][C:20]([C:22]2[C:27]([NH2:28])=[N:26][C:25]([NH2:29])=[C:24]([Cl:30])[N:23]=2)=[O:21])=[NH:18])=[CH:8][CH:7]=1.CO.O.[C:36]1(C)[CH:41]=CC(S(O)(=O)=O)=C[CH:37]=1. The yield is 0.810. (2) The reactants are [CH3:1][N:2]1[CH2:7][CH2:6][O:5][CH2:4][CH:3]1[CH2:8][OH:9].[H-].[Na+].[N+](C1C=CC([O:21][C:22]([N:24]2[CH2:29][CH2:28][N:27]([C:30]3[CH:35]=[CH:34][C:33]([F:36])=[CH:32][C:31]=3[F:37])[CH2:26][CH2:25]2)=O)=CC=1)([O-])=O. The catalyst is C1COCC1. The product is [F:37][C:31]1[CH:32]=[C:33]([F:36])[CH:34]=[CH:35][C:30]=1[N:27]1[CH2:28][CH2:29][N:24]([C:22]([O:9][CH2:8][CH:3]2[CH2:4][O:5][CH2:6][CH2:7][N:2]2[CH3:1])=[O:21])[CH2:25][CH2:26]1. The yield is 0.190. (3) The reactants are [CH3:1][O:2][CH2:3][CH2:4][N:5]1[C:13]2[C:8](=[C:9]([C:14]([F:17])([F:16])[F:15])[CH:10]=[CH:11][CH:12]=2)[CH:7]=[CH:6]1.[C:18](O[C:18]([C:20]([F:23])([F:22])[F:21])=[O:19])([C:20]([F:23])([F:22])[F:21])=[O:19]. The catalyst is CN(C=O)C. The product is [F:21][C:20]([F:23])([F:22])[C:18]([C:7]1[C:8]2[C:13](=[CH:12][CH:11]=[CH:10][C:9]=2[C:14]([F:17])([F:15])[F:16])[N:5]([CH2:4][CH2:3][O:2][CH3:1])[CH:6]=1)=[O:19]. The yield is 0.810. (4) The reactants are [CH3:1][C:2]1[N:3]=[C:4]([C:24]2[CH:29]=[CH:28][CH:27]=[CH:26][C:25]=2[O:30]CC2C=CC=CC=2)[N:5]([CH2:16][CH2:17][C:18]2[CH:23]=[CH:22][CH:21]=[CH:20][CH:19]=2)[C:6](=[O:15])[C:7]=1[C:8]1[S:12][C:11]([C:13]#[N:14])=[CH:10][CH:9]=1.N#N. The catalyst is CO.[Pd]. The product is [NH2:14][CH2:13][C:11]1[S:12][C:8]([C:7]2[C:6](=[O:15])[N:5]([CH2:16][CH2:17][C:18]3[CH:19]=[CH:20][CH:21]=[CH:22][CH:23]=3)[C:4]([C:24]3[CH:29]=[CH:28][CH:27]=[CH:26][C:25]=3[OH:30])=[N:3][C:2]=2[CH3:1])=[CH:9][CH:10]=1. The yield is 0.240. (5) The reactants are Br[C:2]1[S:6][C:5]([NH:7][C:8]([NH:10][C:11]2[CH:16]=[CH:15][C:14]([CH3:17])=[CH:13][C:12]=2[C:18]([CH:20]2[CH2:24][CH2:23][CH2:22][CH2:21]2)=[O:19])=[O:9])=[N:4][CH:3]=1.[SH:25][C:26]1[CH:31]=[CH:30][C:29]([CH2:32][C:33]([OH:35])=[O:34])=[CH:28][CH:27]=1. No catalyst specified. The product is [CH:20]1([C:18]([C:12]2[CH:13]=[C:14]([CH3:17])[CH:15]=[CH:16][C:11]=2[NH:10][C:8](=[O:9])[NH:7][C:5]2[S:6][C:2]([S:25][C:26]3[CH:27]=[CH:28][C:29]([CH2:32][C:33]([OH:35])=[O:34])=[CH:30][CH:31]=3)=[CH:3][N:4]=2)=[O:19])[CH2:24][CH2:23][CH2:22][CH2:21]1. The yield is 0.300. (6) The reactants are [C:1](=O)([O-])[O-].[Cs+].[Cs+].[CH2:7]([C:9]1[CH:14]=[CH:13][C:12]([OH:15])=[C:11]([C:16]2[N:17]=[CH:18][S:19][CH:20]=2)[CH:10]=1)[CH3:8].[CH3:21][O:22][C:23](=[O:42])[CH2:24][CH2:25][C:26]1[CH:31]=[CH:30][C:29]([O:32][CH2:33][CH2:34][C@@H:35](OS(C)(=O)=O)[CH3:36])=[CH:28][CH:27]=1. The catalyst is CN(C=O)C. The product is [CH3:21][O:22][C:23](=[O:42])[CH2:24][CH2:25][C:26]1[CH:31]=[CH:30][C:29]([O:32][CH2:33][CH2:34][C@@H:35]([O:15][C:12]2[CH:13]=[CH:14][C:9]([CH2:7][CH3:8])=[CH:10][C:11]=2[C:16]2[N:17]=[CH:18][S:19][CH:20]=2)[CH3:36])=[CH:28][C:27]=1[CH3:1]. The yield is 0.730. (7) The reactants are C(P(C(C)(C)C)C1N(C2C=CC=CC=2)C2C(C=1)=CC=CC=2)(C)(C)C.[NH2:25][C:26]1[C:31]([CH2:32][C:33]2[CH:38]=[CH:37][CH:36]=[CH:35][CH:34]=2)=[N:30][C:29](Br)=[C:28]([Cl:40])[N:27]=1.[CH:41]([C:43]1[CH:48]=[C:47]([O:49][CH3:50])[CH:46]=[CH:45][C:44]=1B(O)O)=[O:42].[F-].[K+]. The catalyst is C1COCC1.[CH2-]C=C.[CH2-]C=C.Cl[Pd+].Cl[Pd+].O. The product is [NH2:25][C:26]1[N:27]=[C:28]([Cl:40])[C:29]([C:44]2[CH:45]=[CH:46][C:47]([O:49][CH3:50])=[CH:48][C:43]=2[CH:41]=[O:42])=[N:30][C:31]=1[CH2:32][C:33]1[CH:38]=[CH:37][CH:36]=[CH:35][CH:34]=1. The yield is 0.769. (8) The reactants are [Br:1][C:2]1[C:14](=[O:15])[N:13]([CH:16]([CH3:18])[CH3:17])[C:5]2[N:6]=[C:7]([S:11][CH3:12])[N:8]=[C:9]([CH3:10])[C:4]=2[CH:3]=1.C1C=C(Cl)C=C(C(OO)=[O:27])C=1. The catalyst is C(Cl)Cl. The product is [Br:1][C:2]1[C:14](=[O:15])[N:13]([CH:16]([CH3:18])[CH3:17])[C:5]2[N:6]=[C:7]([S:11]([CH3:12])=[O:27])[N:8]=[C:9]([CH3:10])[C:4]=2[CH:3]=1. The yield is 0.480.